This data is from Catalyst prediction with 721,799 reactions and 888 catalyst types from USPTO. The task is: Predict which catalyst facilitates the given reaction. (1) Reactant: [CH:1]([N:4]1[CH2:9][CH2:8][N:7]([C:10]([C:12]2[CH:13]=[C:14]3[C:18](=[CH:19][CH:20]=2)[NH:17][C:16]([C:21]([N:23]2[CH2:28][CH2:27][CH:26]([O:29][CH3:30])[CH2:25][CH2:24]2)=[O:22])=[CH:15]3)=[O:11])[CH2:6][CH2:5]1)([CH3:3])[CH3:2].[F:31][C:32]([F:43])([F:42])[C:33]1[CH:34]=[C:35](B(O)O)[CH:36]=[CH:37][CH:38]=1.N1C=CC=CC=1. Product: [CH:1]([N:4]1[CH2:9][CH2:8][N:7]([C:10]([C:12]2[CH:13]=[C:14]3[C:18](=[CH:19][CH:20]=2)[N:17]([C:37]2[CH:36]=[CH:35][CH:34]=[C:33]([C:32]([F:43])([F:42])[F:31])[CH:38]=2)[C:16]([C:21]([N:23]2[CH2:28][CH2:27][CH:26]([O:29][CH3:30])[CH2:25][CH2:24]2)=[O:22])=[CH:15]3)=[O:11])[CH2:6][CH2:5]1)([CH3:3])[CH3:2]. The catalyst class is: 221. (2) Reactant: [C:1]([O:4][C:5]1[CH:15]=[CH:14][CH:13]=[C:7]2[C:8]([O:10][C:11](=[O:12])[C:6]=12)=O)(=[O:3])[CH3:2].FC(F)(F)C(O)=O.[NH2:23][CH:24]1[CH2:30][CH2:29][C:28](=[O:31])[NH:27][C:25]1=[O:26].CC([O-])=O.[Na+]. Product: [O:10]=[C:8]1[C:7]2[C:6](=[C:5]([O:4][C:1](=[O:3])[CH3:2])[CH:15]=[CH:14][CH:13]=2)[C:11](=[O:12])[N:23]1[CH:24]1[CH2:30][CH2:29][C:28](=[O:31])[NH:27][C:25]1=[O:26]. The catalyst class is: 15. (3) Reactant: [CH2:1]([Si:5]([O:10][CH3:11])([O:8][CH3:9])[O:6][CH3:7])[CH:2]([CH3:4])[CH3:3].C[Si](OC)(OC)[O:14]C.[OH-].[K+:21]. Product: [CH3:1][Si:5]([O:10][CH3:11])([O:8][CH3:9])[O:6][CH3:7].[CH2:1]([Si:5]([O:10][CH3:11])([O:6][CH3:7])[O:8][CH3:9])[CH:2]([CH3:4])[CH3:3].[OH-:14].[K+:21]. The catalyst class is: 6. (4) Product: [OH:30][NH:29][C:22](=[O:24])[C:21]1[CH:26]=[CH:27][C:18]([O:17][CH2:16][CH2:15][NH:14][C:12]([C:4]2[O:5][C:6]3[CH:11]=[CH:10][CH:9]=[CH:8][C:7]=3[C:3]=2[N:2]([CH3:1])[CH3:28])=[O:13])=[CH:19][CH:20]=1. Reactant: [CH3:1][N:2]([CH3:28])[C:3]1[C:7]2[CH:8]=[CH:9][CH:10]=[CH:11][C:6]=2[O:5][C:4]=1[C:12]([NH:14][CH2:15][CH2:16][O:17][C:18]1[CH:27]=[CH:26][C:21]([C:22]([O:24]C)=O)=[CH:20][CH:19]=1)=[O:13].[NH2:29][OH:30].[OH-].[Na+].Cl. The catalyst class is: 92. (5) Reactant: Br[C:2]1[CH:3]=[C:4]([CH:6]=[C:7]([C:9]([F:12])([F:11])[F:10])[CH:8]=1)[NH2:5].[CH3:13][C:14]1[N:15]=[CH:16][NH:17][CH:18]=1.C(=O)([O-])[O-].[K+].[K+].OC1C=CC=C2C=1N=CC=C2. Product: [CH3:13][C:14]1[N:15]=[CH:16][N:17]([C:2]2[CH:3]=[C:4]([NH2:5])[CH:6]=[C:7]([C:9]([F:12])([F:11])[F:10])[CH:8]=2)[CH:18]=1. The catalyst class is: 156. (6) Reactant: [C:1]([O:5][C:6]([NH:8][C@@H:9]1[CH2:11][C@H:10]1[C:12]1[CH:13]=[C:14]([CH:18]=[CH:19][CH:20]=1)[C:15]([OH:17])=O)=[O:7])([CH3:4])([CH3:3])[CH3:2].[C:21]([N:25]1[CH:29]=[C:28]([NH2:30])[CH:27]=[N:26]1)([CH3:24])([CH3:23])[CH3:22].C(N(CC)CC)C.F[P-](F)(F)(F)(F)F.N1(OC(N(C)C)=[N+](C)C)C2N=CC=CC=2N=N1. The catalyst class is: 18. Product: [C:21]([N:25]1[CH:29]=[C:28]([NH:30][C:15]([C:14]2[CH:13]=[C:12]([C@@H:10]3[CH2:11][C@H:9]3[NH:8][C:6](=[O:7])[O:5][C:1]([CH3:2])([CH3:3])[CH3:4])[CH:20]=[CH:19][CH:18]=2)=[O:17])[CH:27]=[N:26]1)([CH3:24])([CH3:23])[CH3:22].